Dataset: Reaction yield outcomes from USPTO patents with 853,638 reactions. Task: Predict the reaction yield, written as a fraction of the theoretical maximum amount of product (1.0 means a 100% yield; for example, 0.34 means a 34% yield). (1) The reactants are [Cl:1][S:2]([OH:5])(=O)=[O:3].[Br:6][C:7]1[CH:8]=[C:9]2[CH:15]=[CH:14][NH:13][C:10]2=[N:11][CH:12]=1. No catalyst specified. The product is [Br:6][C:7]1[CH:8]=[C:9]2[C:15]([S:2]([Cl:1])(=[O:5])=[O:3])=[CH:14][NH:13][C:10]2=[N:11][CH:12]=1. The yield is 0.834. (2) The reactants are [NH:1]1[C:9]2[C:4](=[CH:5][CH:6]=[CH:7][CH:8]=2)[CH:3]=[C:2]1[C:10]([CH3:17])([CH3:16])[C:11]([O:13][CH2:14][CH3:15])=[O:12].[N+:18]([O-])([O-:20])=[O:19].[Na+]. The catalyst is S(=O)(=O)(O)O. The product is [CH3:17][C:10]([C:2]1[NH:1][C:9]2[C:4]([CH:3]=1)=[CH:5][C:6]([N+:18]([O-:20])=[O:19])=[CH:7][CH:8]=2)([CH3:16])[C:11]([O:13][CH2:14][CH3:15])=[O:12]. The yield is 0.570. (3) The reactants are C[Al](C)C.[Cl-].[NH4+:6].[CH2:7]([O:9][C:10]1[CH:17]=[CH:16][C:15]([S:18]([N:21]2[CH2:26][CH2:25][N:24]([CH2:27][CH3:28])[CH2:23][CH2:22]2)(=[O:20])=[O:19])=[CH:14][C:11]=1[C:12]#[N:13])[CH3:8]. The catalyst is C1(C)C=CC=CC=1. The product is [CH2:7]([O:9][C:10]1[CH:17]=[CH:16][C:15]([S:18]([N:21]2[CH2:22][CH2:23][N:24]([CH2:27][CH3:28])[CH2:25][CH2:26]2)(=[O:20])=[O:19])=[CH:14][C:11]=1[C:12]([NH2:6])=[NH:13])[CH3:8]. The yield is 0.286.